This data is from Reaction yield outcomes from USPTO patents with 853,638 reactions. The task is: Predict the reaction yield, written as a fraction of the theoretical maximum amount of product (1.0 means a 100% yield; for example, 0.34 means a 34% yield). (1) The reactants are [OH:1][C:2]1[C:9]([CH3:10])=[CH:8][C:5]([C:6]#[N:7])=[CH:4][C:3]=1[CH3:11].Cl[CH2:13][C:14]([CH3:17])([OH:16])[CH3:15].C(=O)([O-])[O-].[K+].[K+].O. The catalyst is C(O)C. The product is [OH:16][C:14]([CH3:17])([CH3:15])[CH2:13][O:1][C:2]1[C:3]([CH3:11])=[CH:4][C:5]([C:6]#[N:7])=[CH:8][C:9]=1[CH3:10]. The yield is 0.970. (2) The reactants are [Cl-].O[NH3+:3].[C:4](=[O:7])([O-])[OH:5].[Na+].CS(C)=O.[OH:13][C:14]([CH3:52])([CH3:51])[C:15]([CH3:50])([CH3:49])[O:16][C:17]1[CH:22]=[CH:21][C:20]([N:23]2[C:28](=[O:29])[C:27]([CH2:30][C:31]3[CH:36]=[CH:35][C:34]([C:37]4[C:38]([C:43]#[N:44])=[CH:39][CH:40]=[CH:41][CH:42]=4)=[CH:33][CH:32]=3)=[C:26]([CH2:45][CH2:46][CH3:47])[N:25]=[C:24]2[CH3:48])=[CH:19][CH:18]=1. The catalyst is O.C(OCC)(=O)C. The product is [OH:13][C:14]([CH3:51])([CH3:52])[C:15]([CH3:50])([CH3:49])[O:16][C:17]1[CH:22]=[CH:21][C:20]([N:23]2[C:28](=[O:29])[C:27]([CH2:30][C:31]3[CH:36]=[CH:35][C:34]([C:37]4[CH:42]=[CH:41][CH:40]=[CH:39][C:38]=4[C:43]4[NH:3][C:4](=[O:7])[O:5][N:44]=4)=[CH:33][CH:32]=3)=[C:26]([CH2:45][CH2:46][CH3:47])[N:25]=[C:24]2[CH3:48])=[CH:19][CH:18]=1. The yield is 0.660. (3) The reactants are [Cl:1][C:2]1[CH:7]=[C:6]([Cl:8])[CH:5]=[CH:4][C:3]=1[S:9]([NH:12][C:13]1[CH:18]=[C:17]([Cl:19])[C:16]([S:20][C:21]2[S:22][C:23]3[CH:29]=[CH:28][C:27]([C:30]#[N:31])=[CH:26][C:24]=3[N:25]=2)=[C:15]([Cl:32])[CH:14]=1)(=[O:11])=[O:10].[N:33]([Si](C)(C)C)=[N+:34]=[N-:35].C([Sn](=O)CCCC)CCC.Cl. The catalyst is C1(C)C=CC=CC=1. The product is [Cl:1][C:2]1[CH:7]=[C:6]([Cl:8])[CH:5]=[CH:4][C:3]=1[S:9]([NH:12][C:13]1[CH:14]=[C:15]([Cl:32])[C:16]([S:20][C:21]2[S:22][C:23]3[CH:29]=[CH:28][C:27]([C:30]4[NH:35][N:34]=[N:33][N:31]=4)=[CH:26][C:24]=3[N:25]=2)=[C:17]([Cl:19])[CH:18]=1)(=[O:11])=[O:10]. The yield is 0.770. (4) The reactants are C[O:2][C:3](=[O:20])[CH:4]([CH3:19])[CH2:5][NH:6][C:7]([O:9][CH2:10][C:11]1[CH:16]=[CH:15][C:14]([O:17][CH3:18])=[CH:13][CH:12]=1)=[O:8].[OH-].[Li+]. The catalyst is CO. The product is [CH3:18][O:17][C:14]1[CH:13]=[CH:12][C:11]([CH2:10][O:9][C:7]([NH:6][CH2:5][CH:4]([CH3:19])[C:3]([OH:20])=[O:2])=[O:8])=[CH:16][CH:15]=1. The yield is 0.970.